This data is from Reaction yield outcomes from USPTO patents with 853,638 reactions. The task is: Predict the reaction yield, written as a fraction of the theoretical maximum amount of product (1.0 means a 100% yield; for example, 0.34 means a 34% yield). (1) The reactants are [CH:1]1[C:6]2[CH2:7][CH2:8][CH2:9][CH2:10][CH:11](O)[C:5]=2[CH:4]=[CH:3][CH:2]=1.C1(C)C=CC(S(O)(=O)=O)=CC=1. The catalyst is C1C=CC=CC=1. The product is [CH:4]1[C:5]2[CH:11]=[CH:10][CH2:9][CH2:8][CH2:7][C:6]=2[CH:1]=[CH:2][CH:3]=1. The yield is 0.880. (2) The reactants are [N+:1]([C:4]1[CH:11]=[CH:10][CH:9]=[C:8]([N+]([O-])=O)[C:5]=1[CH:6]=O)([O-:3])=[O:2].Cl.[F:16][C:17]1[CH:22]=[CH:21][C:20]([NH:23][NH2:24])=[CH:19][CH:18]=1.C(=O)([O-])[O-].[Cs+].[Cs+].O. The catalyst is CN(C=O)C. The product is [F:16][C:17]1[CH:22]=[CH:21][C:20]([N:23]2[C:8]3[C:5](=[C:4]([N+:1]([O-:3])=[O:2])[CH:11]=[CH:10][CH:9]=3)[CH:6]=[N:24]2)=[CH:19][CH:18]=1. The yield is 0.880. (3) The reactants are [O:1]1[CH2:6][CH2:5][O:4][C:3]2[CH:7]=[C:8](C=O)[CH:9]=[CH:10][C:2]1=2.C1C=C(Cl)C=C(C(OO)=[O:21])C=1. The catalyst is C(Cl)Cl. The product is [O:1]1[CH2:6][CH2:5][O:4][C:3]2[CH:7]=[C:8]([OH:21])[CH:9]=[CH:10][C:2]1=2. The yield is 0.630. (4) The reactants are [Br:1][C:2]1[CH:3]=[C:4]2[C:8](=[CH:9][CH:10]=1)[N:7]([CH:11]1[CH2:16][CH2:15][CH2:14][CH2:13][O:12]1)[N:6]=[C:5]2I.[CH3:18][O:19][C:20]1[CH:41]=[CH:40][C:23]([CH2:24][O:25][C:26]2[CH:31]=[C:30]([Sn](C)(C)C)[N:29]=[C:28]([S:36]([CH3:39])(=[O:38])=[O:37])[N:27]=2)=[CH:22][CH:21]=1. The catalyst is CN(C=O)C.C(Cl)Cl.C1C=CC([P]([Pd]([P](C2C=CC=CC=2)(C2C=CC=CC=2)C2C=CC=CC=2)([P](C2C=CC=CC=2)(C2C=CC=CC=2)C2C=CC=CC=2)[P](C2C=CC=CC=2)(C2C=CC=CC=2)C2C=CC=CC=2)(C2C=CC=CC=2)C2C=CC=CC=2)=CC=1.[Cu]I. The product is [Br:1][C:2]1[CH:3]=[C:4]2[C:8](=[CH:9][CH:10]=1)[N:7]([CH:11]1[CH2:16][CH2:15][CH2:14][CH2:13][O:12]1)[N:6]=[C:5]2[C:30]1[CH:31]=[C:26]([O:25][CH2:24][C:23]2[CH:22]=[CH:21][C:20]([O:19][CH3:18])=[CH:41][CH:40]=2)[N:27]=[C:28]([S:36]([CH3:39])(=[O:38])=[O:37])[N:29]=1. The yield is 0.440. (5) The reactants are [CH2:1]([O:8][CH2:9][C:10]1[C:18]([Br:19])=[C:17]([O:20]COC)[CH:16]=[C:15]([O:24]COC)[C:11]=1[C:12]([OH:14])=[O:13])[C:2]1[CH:7]=[CH:6][CH:5]=[CH:4][CH:3]=1.[CH3:28][Si](C=[N+]=[N-])(C)C.CCCCCC.C(O)(=O)C. The catalyst is CO. The product is [CH3:28][O:14][C:12](=[O:13])[C:11]1[C:15]([OH:24])=[CH:16][C:17]([OH:20])=[C:18]([Br:19])[C:10]=1[CH2:9][O:8][CH2:1][C:2]1[CH:7]=[CH:6][CH:5]=[CH:4][CH:3]=1. The yield is 0.820.